This data is from Forward reaction prediction with 1.9M reactions from USPTO patents (1976-2016). The task is: Predict the product of the given reaction. (1) Given the reactants [OH:1][C@H:2]1[CH2:7][CH2:6][C@H:5]([N:8]2[C:13](=[O:14])[C:12]([CH2:15][C:16]3[S:20][C:19]([C:21]4[CH:28]=[CH:27][CH:26]=[CH:25][C:22]=4[C:23]#[N:24])=[CH:18][CH:17]=3)=[C:11]([CH2:29][CH2:30][CH3:31])[N:10]3[N:32]=[CH:33][N:34]=[C:9]23)[CH2:4][CH2:3]1.[N+](=[CH:37][C:38]([O:40][CH2:41][CH3:42])=[O:39])=[N-], predict the reaction product. The product is: [C:23]([C:22]1[CH:25]=[CH:26][CH:27]=[CH:28][C:21]=1[C:19]1[S:20][C:16]([CH2:15][C:12]2[C:13](=[O:14])[N:8]([C@H:5]3[CH2:6][CH2:7][C@H:2]([O:1][CH2:37][C:38]([O:40][CH2:41][CH3:42])=[O:39])[CH2:3][CH2:4]3)[C:9]3[N:10]([N:32]=[CH:33][N:34]=3)[C:11]=2[CH2:29][CH2:30][CH3:31])=[CH:17][CH:18]=1)#[N:24]. (2) Given the reactants Cl.[CH3:2][C:3]1[CH:7]=[CH:6][S:5][C:4]=1[CH2:8][O:9][CH:10]1[CH2:13][NH:12][CH2:11]1.CCN=C=NCCCN(C)C.C1C=CC2N(O)N=NC=2C=1.C(N(C(C)C)CC)(C)C.Cl.[O:45]=[C:46]1[NH:55][C:54]2[N:53]=[CH:52][C:51](/[CH:56]=[CH:57]/[C:58](O)=[O:59])=[CH:50][C:49]=2[CH2:48][CH2:47]1, predict the reaction product. The product is: [CH3:2][C:3]1[CH:7]=[CH:6][S:5][C:4]=1[CH2:8][O:9][CH:10]1[CH2:11][N:12]([C:58](=[O:59])/[CH:57]=[CH:56]/[C:51]2[CH:50]=[C:49]3[C:54](=[N:53][CH:52]=2)[NH:55][C:46](=[O:45])[CH2:47][CH2:48]3)[CH2:13]1. (3) Given the reactants [O:1]=[C:2]1[CH2:10][C:9]2[C:4](=[CH:5][CH:6]=[C:7]([C:11]#[N:12])[CH:8]=2)[NH:3]1.[Si:13]([O:20][CH:21]1[CH2:30][CH2:29][CH2:28][C:27]2[N:26]=[C:25](Cl)[CH:24]=[CH:23][C:22]1=2)([C:16]([CH3:19])([CH3:18])[CH3:17])([CH3:15])[CH3:14].C([O-])([O-])=O.[K+].[K+].CC(C1C=C(C(C)C)C(C2C=CC=CC=2P(C2CCCCC2)C2CCCCC2)=C(C(C)C)C=1)C, predict the reaction product. The product is: [Si:13]([O:20][CH:21]1[CH2:30][CH2:29][CH2:28][C:27]2[N:26]=[C:25]([CH:10]3[C:9]4[C:4](=[CH:5][CH:6]=[C:7]([C:11]#[N:12])[CH:8]=4)[NH:3][C:2]3=[O:1])[CH:24]=[CH:23][C:22]1=2)([C:16]([CH3:19])([CH3:18])[CH3:17])([CH3:15])[CH3:14]. (4) Given the reactants [CH3:1][C:2]1[C:3]([C:11]2[S:15][C:14]([C:16]([OH:18])=O)=[CH:13][CH:12]=2)=[N:4][O:5][C:6]=1[C:7]([F:10])([F:9])[F:8].Cl.[CH3:20][NH:21][CH3:22], predict the reaction product. The product is: [CH3:20][N:21]([CH3:22])[C:16]([C:14]1[S:15][C:11]([C:3]2[C:2]([CH3:1])=[C:6]([C:7]([F:10])([F:9])[F:8])[O:5][N:4]=2)=[CH:12][CH:13]=1)=[O:18].